From a dataset of Full USPTO retrosynthesis dataset with 1.9M reactions from patents (1976-2016). Predict the reactants needed to synthesize the given product. (1) Given the product [F:7][CH2:11][CH2:12][CH2:13][S:14]([CH:17]([C:28]1[C:33]([F:34])=[CH:32][CH:31]=[C:30]([F:35])[C:29]=1[F:36])[C:18]1[C:19]([CH3:27])=[CH:20][C:21]([C:24]([NH2:26])=[O:25])=[N:22][CH:23]=1)(=[O:15])=[O:16], predict the reactants needed to synthesize it. The reactants are: C(N(S(F)(F)[F:7])CC)C.O[CH2:11][CH2:12][CH2:13][S:14]([CH:17]([C:28]1[C:33]([F:34])=[CH:32][CH:31]=[C:30]([F:35])[C:29]=1[F:36])[C:18]1[C:19]([CH3:27])=[CH:20][C:21]([C:24]([NH2:26])=[O:25])=[N:22][CH:23]=1)(=[O:16])=[O:15]. (2) Given the product [CH3:1][C:2]1[C:7]([NH2:8])=[CH:6][CH:5]=[C:4]([C:11]([S:14]([CH3:17])(=[O:16])=[O:15])([CH3:13])[CH3:12])[N:3]=1, predict the reactants needed to synthesize it. The reactants are: [CH3:1][C:2]1[C:7]([N+:8]([O-])=O)=[CH:6][CH:5]=[C:4]([C:11]([S:14]([CH3:17])(=[O:16])=[O:15])([CH3:13])[CH3:12])[N:3]=1. (3) The reactants are: [Cl:1][C:2]1[N:3]=[C:4](Cl)[C:5]2[C:10]([Cl:11])=[CH:9][N:8]([CH2:12][O:13][CH2:14][CH2:15][Si:16]([CH3:19])([CH3:18])[CH3:17])[C:6]=2[N:7]=1.[F:21][C:22]1[CH:23]=[C:24]([OH:31])[CH:25]=[C:26]([N+:28]([O-:30])=[O:29])[CH:27]=1.C(=O)([O-])[O-].[K+].[K+].O. Given the product [Cl:1][C:2]1[N:3]=[C:4]([O:31][C:24]2[CH:25]=[C:26]([N+:28]([O-:30])=[O:29])[CH:27]=[C:22]([F:21])[CH:23]=2)[C:5]2[C:10]([Cl:11])=[CH:9][N:8]([CH2:12][O:13][CH2:14][CH2:15][Si:16]([CH3:19])([CH3:18])[CH3:17])[C:6]=2[N:7]=1, predict the reactants needed to synthesize it.